Dataset: Forward reaction prediction with 1.9M reactions from USPTO patents (1976-2016). Task: Predict the product of the given reaction. (1) Given the reactants [CH3:1][S:2]([C:5]1[CH:10]=[CH:9][C:8]([CH2:11][C:12](O)=O)=[CH:7][CH:6]=1)(=[O:4])=[O:3].[F:15][C:16]([F:26])([F:25])[O:17][C:18]1[CH:23]=[CH:22][C:21]([NH2:24])=[CH:20][CH:19]=1, predict the reaction product. The product is: [CH3:1][S:2]([C:5]1[CH:6]=[CH:7][C:8]([CH2:11][CH2:12][NH:24][C:21]2[CH:22]=[CH:23][C:18]([O:17][C:16]([F:15])([F:25])[F:26])=[CH:19][CH:20]=2)=[CH:9][CH:10]=1)(=[O:3])=[O:4]. (2) Given the reactants Cl.[CH3:2][S:3]([NH:6][C:7]1[N:12]=[C:11]2[CH:13]=[C:14]([C:16]([OH:18])=[O:17])[S:15][C:10]2=[CH:9][CH:8]=1)(=[O:5])=[O:4].[Cl:19]C1C=C(C(F)=CN=1)C=O, predict the reaction product. The product is: [ClH:19].[CH3:2][S:3]([NH:6][C:7]1[CH:8]=[C:9]2[CH:13]=[C:14]([C:16]([OH:18])=[O:17])[S:15][C:10]2=[CH:11][N:12]=1)(=[O:4])=[O:5]. (3) Given the reactants Cl[C:2]1[C:11]2=[N:12][N:13](CC3C=CC(OC)=CC=3)[CH:14]=[C:10]2[C:9]2[CH:8]=[C:7]([O:24][CH3:25])[CH:6]=[CH:5][C:4]=2[N:3]=1.[CH3:26][N:27]1[C:35]2[C:30](=[CH:31][C:32]([NH2:36])=[CH:33][CH:34]=2)[C:29]([CH3:37])=[C:28]1[CH3:38].Cl, predict the reaction product. The product is: [CH3:25][O:24][C:7]1[CH:6]=[CH:5][C:4]2[N:3]=[C:2]([NH:36][C:32]3[CH:31]=[C:30]4[C:35](=[CH:34][CH:33]=3)[N:27]([CH3:26])[C:28]([CH3:38])=[C:29]4[CH3:37])[C:11]3=[N:12][NH:13][CH:14]=[C:10]3[C:9]=2[CH:8]=1. (4) Given the reactants C(OC([N:8]1[CH2:12][CH2:11][CH2:10][C@@:9]1([CH3:16])[C:13]([OH:15])=O)=O)(C)(C)C.[F:17][C:18]1[N:23]=[CH:22][C:21]([NH2:24])=[CH:20][CH:19]=1.ON1C2C=CC=CC=2N=N1.CN(C)CCCN=C=NCC.C(N(C(C)C)CC)(C)C, predict the reaction product. The product is: [F:17][C:18]1[N:23]=[CH:22][C:21]([NH:24][C:13]([C@:9]2([CH3:16])[CH2:10][CH2:11][CH2:12][NH:8]2)=[O:15])=[CH:20][CH:19]=1. (5) Given the reactants [O:1]=[C:2]1[NH:7][CH:6]=[CH:5][N:4]([S:8]([C:11]2[CH:16]=[CH:15][C:14]([CH3:17])=[CH:13][CH:12]=2)(=[O:10])=[O:9])[CH:3]1[CH2:18][C:19]([OH:21])=O.C(Cl)CCl.C1C=CC2N(O)N=NC=2C=1.[NH2:36][C:37]1[CH:42]=[CH:41][C:40]([CH2:43][CH2:44][CH2:45][OH:46])=[CH:39][CH:38]=1.CCN(C(C)C)C(C)C, predict the reaction product. The product is: [OH:46][CH2:45][CH2:44][CH2:43][C:40]1[CH:39]=[CH:38][C:37]([NH:36][C:19](=[O:21])[CH2:18][CH:3]2[C:2](=[O:1])[NH:7][CH:6]=[CH:5][N:4]2[S:8]([C:11]2[CH:16]=[CH:15][C:14]([CH3:17])=[CH:13][CH:12]=2)(=[O:9])=[O:10])=[CH:42][CH:41]=1. (6) Given the reactants Br[C:2]1[C:3]([C:32]([F:35])([F:34])[F:33])=[N:4][C:5]([N:8]2[CH2:13][CH2:12][N:11]3[C:14]4[CH:20]=[C:19]([S:21]([CH3:24])(=[O:23])=[O:22])[C:18]([C:25]([O:27][CH3:28])=[O:26])=[CH:17][C:15]=4[N:16]=[C:10]3[C@H:9]2[CH:29]([CH3:31])[CH3:30])=[N:6][CH:7]=1.[C:36]([O-])([O-])=O.[K+].[K+], predict the reaction product. The product is: [CH:29]([C@H:9]1[N:8]([C:5]2[N:4]=[C:3]([C:32]([F:35])([F:33])[F:34])[C:2]([CH3:36])=[CH:7][N:6]=2)[CH2:13][CH2:12][N:11]2[C:14]3[CH:20]=[C:19]([S:21]([CH3:24])(=[O:23])=[O:22])[C:18]([C:25]([O:27][CH3:28])=[O:26])=[CH:17][C:15]=3[N:16]=[C:10]12)([CH3:31])[CH3:30].